This data is from Full USPTO retrosynthesis dataset with 1.9M reactions from patents (1976-2016). The task is: Predict the reactants needed to synthesize the given product. Given the product [CH3:48][O:47][CH2:46][CH2:45][NH:8][C:9]1[N:13]([C:14]2[N:22]=[C:21]3[C:17]([N:18]=[C:19]([CH2:24][N:25]4[CH2:26][CH2:27][CH:28]([C:31]([OH:34])([CH3:33])[CH3:32])[CH2:29][CH2:30]4)[N:20]3[CH3:23])=[C:16]([N:35]3[CH2:40][CH2:39][O:38][CH2:37][CH2:36]3)[N:15]=2)[C:12]2[CH:41]=[CH:42][CH:43]=[CH:44][C:11]=2[N:10]=1, predict the reactants needed to synthesize it. The reactants are: C([N:8]([CH2:45][CH2:46][O:47][CH3:48])[C:9]1[N:13]([C:14]2[N:22]=[C:21]3[C:17]([N:18]=[C:19]([CH2:24][N:25]4[CH2:30][CH2:29][CH:28]([C:31]([OH:34])([CH3:33])[CH3:32])[CH2:27][CH2:26]4)[N:20]3[CH3:23])=[C:16]([N:35]3[CH2:40][CH2:39][O:38][CH2:37][CH2:36]3)[N:15]=2)[C:12]2[CH:41]=[CH:42][CH:43]=[CH:44][C:11]=2[N:10]=1)C1C=CC=CC=1.C(O)(=O)C.